Task: Predict the product of the given reaction.. Dataset: Forward reaction prediction with 1.9M reactions from USPTO patents (1976-2016) (1) Given the reactants Br[C:2]1[CH:3]=[C:4]2[C:8](=[CH:9][CH:10]=1)[C:7](=[O:11])[N:6]([CH3:12])[CH2:5]2.[S:13]1[CH:17]=[CH:16][CH:15]=[C:14]1B(O)O.C([O-])([O-])=O.[Na+].[Na+], predict the reaction product. The product is: [CH3:12][N:6]1[CH2:5][C:4]2[C:8](=[CH:9][CH:10]=[C:2]([C:14]3[S:13][CH:17]=[CH:16][CH:15]=3)[CH:3]=2)[C:7]1=[O:11]. (2) Given the reactants C(=O)([O-])[O-].[K+].[K+].[Br:7][C:8]1[CH:9]=[C:10]([CH3:15])[C:11]([OH:14])=[N:12][CH:13]=1.Br[CH2:17][CH:18]1[CH2:20][CH2:19]1.CC(=O)OCC, predict the reaction product. The product is: [Br:7][C:8]1[CH:9]=[C:10]([CH3:15])[C:11](=[O:14])[N:12]([CH2:17][CH:18]2[CH2:20][CH2:19]2)[CH:13]=1. (3) Given the reactants C(NC(C)C)(C)C.C([Li])CCC.[CH3:13][CH:14]1[C:19](=[O:20])[CH2:18][CH2:17][CH2:16][N:15]1[C:21]([O:23][C:24]([CH3:27])([CH3:26])[CH3:25])=[O:22].[CH:28](=[O:37])/[CH:29]=[CH:30]/[C:31]1[CH:36]=[CH:35][CH:34]=[CH:33][CH:32]=1, predict the reaction product. The product is: [OH:37][CH:28]([CH:18]1[CH2:17][CH2:16][N:15]([C:21]([O:23][C:24]([CH3:26])([CH3:25])[CH3:27])=[O:22])[CH:14]([CH3:13])[C:19]1=[O:20])/[CH:29]=[CH:30]/[C:31]1[CH:36]=[CH:35][CH:34]=[CH:33][CH:32]=1. (4) Given the reactants [I:1]I.C1C=CC(P(C2C=CC=CC=2)C2C=CC=CC=2)=CC=1.N1C=CN=C1.[C:27]([O:35][C@H:36]1[C:40]([F:42])([F:41])[CH:39](O)[O:38][C@@H:37]1[CH2:44][O:45][C:46]([C:59]1[CH:64]=[CH:63][CH:62]=[CH:61][CH:60]=1)([C:53]1[CH:58]=[CH:57][CH:56]=[CH:55][CH:54]=1)[C:47]1[CH:52]=[CH:51][CH:50]=[CH:49][CH:48]=1)(=[O:34])[C:28]1[CH:33]=[CH:32][CH:31]=[CH:30][CH:29]=1, predict the reaction product. The product is: [C:27]([O:35][C@H:36]1[C:40]([F:42])([F:41])[CH:39]([I:1])[O:38][C@@H:37]1[CH2:44][O:45][C:46]([C:59]1[CH:64]=[CH:63][CH:62]=[CH:61][CH:60]=1)([C:53]1[CH:58]=[CH:57][CH:56]=[CH:55][CH:54]=1)[C:47]1[CH:52]=[CH:51][CH:50]=[CH:49][CH:48]=1)(=[O:34])[C:28]1[CH:33]=[CH:32][CH:31]=[CH:30][CH:29]=1. (5) The product is: [C:1]([N:4]1[CH2:9][CH2:8][N:7]([C:13](=[O:14])[CH2:12][C:11](=[O:15])[CH3:10])[CH2:6][CH2:5]1)(=[O:3])[CH3:2]. Given the reactants [C:1]([N:4]1[CH2:9][CH2:8][NH:7][CH2:6][CH2:5]1)(=[O:3])[CH3:2].[CH2:10]=[C:11]1[O:15][C:13](=[O:14])[CH2:12]1, predict the reaction product. (6) Given the reactants Br[C:2]1[C:10]2[N:9]3[CH2:11][CH2:12][NH:13][C:14](=[O:15])[C:8]3=[C:7]([CH3:16])[C:6]=2[CH:5]=[C:4]([C:17]#[N:18])[CH:3]=1.[F:19][C:20]1[C:25]([F:26])=[C:24]([F:27])[CH:23]=[CH:22][C:21]=1B(O)O, predict the reaction product. The product is: [CH3:16][C:7]1[C:6]2[CH:5]=[C:4]([C:17]#[N:18])[CH:3]=[C:2]([C:23]3[CH:22]=[CH:21][C:20]([F:19])=[C:25]([F:26])[C:24]=3[F:27])[C:10]=2[N:9]2[CH2:11][CH2:12][NH:13][C:14](=[O:15])[C:8]=12. (7) Given the reactants [CH3:1][N:2]1[C:10]2[C:5](=[CH:6][C:7]([C:11]3[C:15]4[CH2:16][NH:17][CH2:18][CH2:19][C:14]=4[NH:13][N:12]=3)=[CH:8][CH:9]=2)[CH:4]=[N:3]1.[N:20]([CH:23]1[CH2:29][CH2:28][CH:27]2[N:30]([C:31]([O:33][C:34]([CH3:37])([CH3:36])[CH3:35])=[O:32])[CH:24]1[CH2:25][CH2:26]2)=[C:21]=[O:22].C(N(C(C)C)CC)(C)C, predict the reaction product. The product is: [CH3:1][N:2]1[C:10]2[C:5](=[CH:6][C:7]([C:11]3[C:15]4[CH2:16][N:17]([C:21]([NH:20][CH:23]5[CH2:29][CH2:28][CH:27]6[N:30]([C:31]([O:33][C:34]([CH3:37])([CH3:36])[CH3:35])=[O:32])[CH:24]5[CH2:25][CH2:26]6)=[O:22])[CH2:18][CH2:19][C:14]=4[NH:13][N:12]=3)=[CH:8][CH:9]=2)[CH:4]=[N:3]1. (8) Given the reactants [CH2:1]([O:3][C:4]1[C:16]2[C:15](=O)[O:14][C:13](=[O:18])[C:12]=2[C:11]([O:19][CH2:20][CH3:21])=[C:10]2[C:5]=1[CH:6]=[CH:7][CH:8]=[CH:9]2)[CH3:2].[NH2:22][C:23]1[CH:28]=[CH:27][C:26]([CH2:29][C:30]([O:32][CH2:33][CH3:34])=[O:31])=[CH:25][C:24]=1[Cl:35], predict the reaction product. The product is: [CH2:20]([O:19][C:11]1[C:12]2[C:13](=[O:18])[N:22]([C:23]3[CH:28]=[CH:27][C:26]([CH2:29][C:30]([O:32][CH2:33][CH3:34])=[O:31])=[CH:25][C:24]=3[Cl:35])[C:15](=[O:14])[C:16]=2[C:4]([O:3][CH2:1][CH3:2])=[C:5]2[CH:6]=[CH:7][CH:8]=[CH:9][C:10]=12)[CH3:21]. (9) Given the reactants C([Li])CCC.[Cl:6][C:7]1[CH:12]=[CH:11][C:10]([NH:13][C:14](=[O:19])[C:15]([CH3:18])([CH3:17])[CH3:16])=[CH:9][C:8]=1[O:20][CH3:21].CN([CH:25]=[O:26])C, predict the reaction product. The product is: [Cl:6][C:7]1[CH:12]=[CH:11][C:10]([NH:13][C:14](=[O:19])[C:15]([CH3:16])([CH3:17])[CH3:18])=[C:9]([CH:25]=[O:26])[C:8]=1[O:20][CH3:21]. (10) The product is: [ClH:1].[Cl:1][C:2]1[CH:3]=[C:4]([C:12]2[O:16][N:15]=[C:14]([C:17]3[C:27]4[CH2:26][CH2:25][N:24]([CH2:28][C:29]([OH:31])=[O:30])[CH2:23][CH2:22][C:21]=4[CH:20]=[CH:19][CH:18]=3)[N:13]=2)[CH:5]=[CH:6][C:7]=1[O:8][CH:9]([CH3:11])[CH3:10]. Given the reactants [Cl:1][C:2]1[CH:3]=[C:4]([C:12]2[O:16][N:15]=[C:14]([C:17]3[C:27]4[CH2:26][CH2:25][N:24]([CH2:28][C:29]([O:31]C(C)(C)C)=[O:30])[CH2:23][CH2:22][C:21]=4[CH:20]=[CH:19][CH:18]=3)[N:13]=2)[CH:5]=[CH:6][C:7]=1[O:8][CH:9]([CH3:11])[CH3:10], predict the reaction product.